This data is from Aqueous solubility values for 9,982 compounds from the AqSolDB database. The task is: Regression/Classification. Given a drug SMILES string, predict its absorption, distribution, metabolism, or excretion properties. Task type varies by dataset: regression for continuous measurements (e.g., permeability, clearance, half-life) or binary classification for categorical outcomes (e.g., BBB penetration, CYP inhibition). For this dataset (solubility_aqsoldb), we predict Y. The drug is CCOP(=O)(OCC)SCn1nnc2ccccc2c1=O. The Y is -1.99 log mol/L.